From a dataset of Drug-target binding data from BindingDB using IC50 measurements. Regression. Given a target protein amino acid sequence and a drug SMILES string, predict the binding affinity score between them. We predict pIC50 (pIC50 = -log10(IC50 in M); higher means more potent). Dataset: bindingdb_ic50. The drug is COc1ccc(C(c2cc3c(cc2O)OCO3)N2CCOCC2)c(OC)c1. The target protein (P84022) has sequence MSSILPFTPPIVKRLLGWKKGEQNGQEEKWCEKAVKSLVKKLKKTGQLDELEKAITTQNVNTKCITIPRSLDGRLQVSHRKGLPHVIYCRLWRWPDLHSHHELRAMELCEFAFNMKKDEVCVNPYHYQRVETPVLPPVLVPRHTEIPAEFPPLDDYSHSIPENTNFPAGIEPQSNIPETPPPGYLSEDGETSDHQMNHSMDAGSPNLSPNPMSPAHNNLDLQPVTYCEPAFWCSISYYELNQRVGETFHASQPSMTVDGFTDPSNSERFCLGLLSNVNRNAAVELTRRHIGRGVRLYYIGGEVFAECLSDSAIFVQSPNCNQRYGWHPATVCKIPPGCNLKIFNNQEFAALLAQSVNQGFEAVYQLTRMCTIRMSFVKGWGAEYRRQTVTSTPCWIELHLNGPLQWLDKVLTQMGSPSIRCSSVS. The pIC50 is 4.4.